Dataset: Full USPTO retrosynthesis dataset with 1.9M reactions from patents (1976-2016). Task: Predict the reactants needed to synthesize the given product. Given the product [F:1][C:2]1[C:3]([NH:37][C@H:38]2[CH2:43][CH2:42][CH2:41][C@@H:40]([NH:44][C:45]([CH:58]3[CH2:57][CH2:61][CH2:60][CH2:66]3)=[O:46])[CH2:39]2)=[N:4][C:5]([C:8]2[C:16]3[C:11](=[N:12][CH:13]=[C:14]([F:17])[CH:15]=3)[NH:10][N:9]=2)=[N:6][CH:7]=1, predict the reactants needed to synthesize it. The reactants are: [F:1][C:2]1[C:3]([NH:37][C@H:38]2[CH2:43][CH2:42][CH2:41][C@@H:40]([NH:44][C:45](N3CCCC3)=[O:46])[CH2:39]2)=[N:4][C:5]([C:8]2[C:16]3[C:11](=[N:12][CH:13]=[C:14]([F:17])[CH:15]=3)[N:10](C(C3C=CC=CC=3)(C3C=CC=CC=3)C3C=CC=CC=3)[N:9]=2)=[N:6][CH:7]=1.C([SiH]([CH2:57][CH3:58])CC)C.F[C:60](F)(F)[C:61](O)=O.[C:66]([O-])(O)=O.[Na+].